From a dataset of Full USPTO retrosynthesis dataset with 1.9M reactions from patents (1976-2016). Predict the reactants needed to synthesize the given product. Given the product [CH3:11][O:12][CH2:2][C:3]1[CH:4]=[C:5]([CH:8]=[CH:9][CH:10]=1)[CH:6]=[O:7], predict the reactants needed to synthesize it. The reactants are: Br[CH2:2][C:3]1[CH:4]=[C:5]([CH:8]=[CH:9][CH:10]=1)[CH:6]=[O:7].[CH3:11][O:12][Na].